This data is from Retrosynthesis with 50K atom-mapped reactions and 10 reaction types from USPTO. The task is: Predict the reactants needed to synthesize the given product. (1) Given the product COc1c(CO)ccc2cnn(S(=O)(=O)N(C)C)c12, predict the reactants needed to synthesize it. The reactants are: COC(=O)c1ccc2cnn(S(=O)(=O)N(C)C)c2c1OC. (2) Given the product CC1(C)COc2cc(C(=O)O)ccc21, predict the reactants needed to synthesize it. The reactants are: COC(=O)c1ccc2c(c1)OCC2(C)C. (3) The reactants are: ClCCCCBr.O=C1c2ccc(OC3CCCCO3)cc2OC(c2ccc(O)cc2)C1c1ccc(OC2CCCCO2)cc1. Given the product O=C1c2ccc(OC3CCCCO3)cc2OC(c2ccc(OCCCCCl)cc2)C1c1ccc(OC2CCCCO2)cc1, predict the reactants needed to synthesize it. (4) Given the product CC(=O)N1CCN(c2ccc(Nc3cc4c(cn3)cc(-c3cnn(C(=O)OC(C)(C)C)c3)n4C(=O)OC(C)(C)C)cc2)CC1, predict the reactants needed to synthesize it. The reactants are: CC(=O)N1CCN(c2ccc(N)cc2)CC1.CC(C)(C)OC(=O)n1cc(-c2cc3cnc(Cl)cc3n2C(=O)OC(C)(C)C)cn1. (5) Given the product CC(C)Cc1nn(C)c(=O)c2cc(Cc3ccccc3)sc12, predict the reactants needed to synthesize it. The reactants are: CC(C)Cc1nn(C)c(=O)c2cc(C(O)c3ccccc3)sc12.